This data is from Forward reaction prediction with 1.9M reactions from USPTO patents (1976-2016). The task is: Predict the product of the given reaction. (1) Given the reactants Cl[C:2]1[N:7]=[C:6]([Cl:8])[N:5]=[C:4]([O:9][C:10]2[C:15]([CH3:16])=[CH:14][C:13]([CH3:17])=[CH:12][C:11]=2[CH3:18])[N:3]=1.[OH:19][C:20]1[CH:27]=[CH:26][C:23]([CH:24]=[CH2:25])=[CH:22][CH:21]=1.[OH-].[Na+], predict the reaction product. The product is: [Cl:8][C:6]1[N:7]=[C:2]([O:19][C:20]2[CH:27]=[CH:26][C:23]([CH:24]=[CH2:25])=[CH:22][CH:21]=2)[N:3]=[C:4]([O:9][C:10]2[C:15]([CH3:16])=[CH:14][C:13]([CH3:17])=[CH:12][C:11]=2[CH3:18])[N:5]=1. (2) Given the reactants C[O:2][C:3]1[CH:8]=[CH:7][C:6]([C:9]2[C:10]3[C:11](=[N:16][O:17][C:18]=3[CH3:19])[C:12](=[O:15])[NH:13][N:14]=2)=[CH:5][CH:4]=1.C([S-])C.[Na+].O.Cl, predict the reaction product. The product is: [OH:2][C:3]1[CH:8]=[CH:7][C:6]([C:9]2[C:10]3[C:11](=[N:16][O:17][C:18]=3[CH3:19])[C:12](=[O:15])[NH:13][N:14]=2)=[CH:5][CH:4]=1. (3) Given the reactants [Cl:1][C:2]1[CH:32]=[C:31]([Cl:33])[CH:30]=[CH:29][C:3]=1[O:4][C:5]1[CH:10]=[CH:9][CH:8]=[CH:7][C:6]=1[NH:11][S:12]([C:15]1[CH:28]=[CH:27][C:18]([C:19]([NH:21][CH2:22][CH2:23][C:24](O)=[O:25])=[O:20])=[CH:17][CH:16]=1)(=[O:14])=[O:13].[NH2:34][CH2:35][CH:36]1[CH2:41][CH2:40][N:39]([C:42]([O:44][C:45]([CH3:48])([CH3:47])[CH3:46])=[O:43])[CH2:38][CH2:37]1, predict the reaction product. The product is: [C:45]([O:44][C:42]([N:39]1[CH2:40][CH2:41][CH:36]([CH2:35][NH:34][C:24](=[O:25])[CH2:23][CH2:22][NH:21][C:19](=[O:20])[C:18]2[CH:17]=[CH:16][C:15]([S:12](=[O:14])(=[O:13])[NH:11][C:6]3[CH:7]=[CH:8][CH:9]=[CH:10][C:5]=3[O:4][C:3]3[CH:29]=[CH:30][C:31]([Cl:33])=[CH:32][C:2]=3[Cl:1])=[CH:28][CH:27]=2)[CH2:37][CH2:38]1)=[O:43])([CH3:48])([CH3:47])[CH3:46].